This data is from Forward reaction prediction with 1.9M reactions from USPTO patents (1976-2016). The task is: Predict the product of the given reaction. (1) Given the reactants Br[C:2]1[CH:11]=[CH:10][CH:9]=[C:8]2[C:3]=1[CH:4]=[CH:5][C:6]([S:12]([N:15](CC1C=CC(OC)=CC=1OC)[C:16]1[S:20][N:19]=[CH:18][N:17]=1)(=[O:14])=[O:13])=[CH:7]2.C(=O)([O-])[O-].[K+].[K+].[Cl:38][C:39]1[CH:44]=[C:43]([C:45]([F:48])([F:47])[F:46])[CH:42]=[CH:41][C:40]=1B(O)O.O1CCOCC1, predict the reaction product. The product is: [Cl:38][C:39]1[CH:44]=[C:43]([C:45]([F:46])([F:47])[F:48])[CH:42]=[CH:41][C:40]=1[C:10]1[CH:11]=[CH:2][CH:3]=[C:8]2[C:9]=1[CH:4]=[CH:5][C:6]([S:12]([NH:15][C:16]1[S:20][N:19]=[CH:18][N:17]=1)(=[O:13])=[O:14])=[CH:7]2. (2) The product is: [NH2:19][C:18]1[S:20][C:6]([C:5]2[CH:9]=[CH:10][C:11]([CH2:12][CH:13]([CH3:15])[CH3:14])=[C:3]([CH:4]=2)[C:1]#[N:2])=[N:17][N:16]=1. Given the reactants [C:1]([C:3]1[CH:4]=[C:5]([CH:9]=[CH:10][C:11]=1[CH2:12][CH:13]([CH3:15])[CH3:14])[C:6](O)=O)#[N:2].[NH:16]([C:18](=[S:20])[NH2:19])[NH2:17], predict the reaction product. (3) Given the reactants [C:1]([C:4]1[CH:12]=[C:11]2[C:7]([C:8]([CH3:16])([CH3:15])[C:9](=[O:14])[N:10]2[CH3:13])=[CH:6][CH:5]=1)(=[O:3])[CH3:2].[CH:17]1([C:20](OC)=[O:21])[CH2:19][CH2:18]1.[H-].[Na+], predict the reaction product. The product is: [CH:17]1([C:20](=[O:21])[CH2:2][C:1]([C:4]2[CH:12]=[C:11]3[C:7]([C:8]([CH3:16])([CH3:15])[C:9](=[O:14])[N:10]3[CH3:13])=[CH:6][CH:5]=2)=[O:3])[CH2:19][CH2:18]1.